This data is from Full USPTO retrosynthesis dataset with 1.9M reactions from patents (1976-2016). The task is: Predict the reactants needed to synthesize the given product. (1) Given the product [CH:1]1([C:4]([N:6]2[CH2:10][CH2:9][C@@H:8]([CH2:11][N:12]3[C:13]4[CH:18]=[CH:17][CH:16]=[C:15]([C:19]([F:20])([F:21])[F:22])[C:14]=4[N:23]=[C:35]3[C:34]3[CH:33]=[CH:32][C:31]([C:28]4[CH:29]=[CH:30][C:25]([F:24])=[CH:26][CH:27]=4)=[CH:38][CH:37]=3)[CH2:7]2)=[O:5])[CH2:3][CH2:2]1, predict the reactants needed to synthesize it. The reactants are: [CH:1]1([C:4]([N:6]2[CH2:10][CH2:9][C@@H:8]([CH2:11][NH:12][C:13]3[C:14]([NH2:23])=[C:15]([C:19]([F:22])([F:21])[F:20])[CH:16]=[CH:17][CH:18]=3)[CH2:7]2)=[O:5])[CH2:3][CH2:2]1.[F:24][C:25]1[CH:30]=[CH:29][C:28]([C:31]2[CH:38]=[CH:37][C:34]([CH:35]=O)=[CH:33][CH:32]=2)=[CH:27][CH:26]=1. (2) Given the product [NH2:9][CH2:10][C@@H:11]([C@H:17]([OH:22])[C:18]([F:20])([F:21])[F:19])[C:12]([OH:14])=[O:13], predict the reactants needed to synthesize it. The reactants are: C([NH:9][CH2:10][C@@H:11]([C@H:17]([OH:22])[C:18]([F:21])([F:20])[F:19])[C:12]([O:14]CC)=[O:13])(=O)C1C=CC=CC=1.CCN(CC)CC. (3) The reactants are: [C:1]([O:5][C:6](=[O:14])[CH2:7][NH:8][C:9]([CH3:13])([CH3:12])[CH2:10][OH:11])(C)(C)[CH3:2].[ClH:15].C(OCC)(=O)C.CO. Given the product [ClH:15].[CH2:1]([O:5][C:6](=[O:14])[CH2:7][NH:8][C:9]([CH3:13])([CH3:12])[CH2:10][OH:11])[CH3:2], predict the reactants needed to synthesize it. (4) Given the product [CH3:1][O:2][C:3](=[O:24])[CH2:4][CH2:5][CH2:6][O:7][C:8]1[C:16]2[O:15][C:14]([NH:17][CH:18]3[CH2:19][CH2:20][N:21]([CH2:31][C:30]4[CH:33]=[C:34]([O:41][CH2:42][CH3:43])[C:35]([N:36]5[CH:40]=[CH:39][CH:38]=[CH:37]5)=[C:28]([O:27][CH2:25][CH3:26])[CH:29]=4)[CH2:22][CH2:23]3)=[N:13][C:12]=2[CH:11]=[CH:10][CH:9]=1, predict the reactants needed to synthesize it. The reactants are: [CH3:1][O:2][C:3](=[O:24])[CH2:4][CH2:5][CH2:6][O:7][C:8]1[C:16]2[O:15][C:14]([NH:17][CH:18]3[CH2:23][CH2:22][NH:21][CH2:20][CH2:19]3)=[N:13][C:12]=2[CH:11]=[CH:10][CH:9]=1.[CH2:25]([O:27][C:28]1[CH:29]=[C:30]([CH:33]=[C:34]([O:41][CH2:42][CH3:43])[C:35]=1[N:36]1[CH:40]=[CH:39][CH:38]=[CH:37]1)[CH:31]=O)[CH3:26].C([BH3-])#N.[Na+].C(N(C(C)C)C(C)C)C. (5) Given the product [F:1][C:2]1[CH:3]=[C:4]2[C:5]([C:6]([OH:8])=[C:19]([C:20]([O:22][CH2:23][CH3:24])=[O:21])[N:18]([CH2:13][C:14]([CH3:15])([CH3:16])[CH3:17])[C:9]2=[O:10])=[CH:11][CH:12]=1, predict the reactants needed to synthesize it. The reactants are: [F:1][C:2]1[CH:3]=[C:4]2[C:9](=[O:10])[O:8][C:6](=O)[C:5]2=[CH:11][CH:12]=1.[CH2:13]([NH:18][CH2:19][C:20]([O:22][CH2:23][CH3:24])=[O:21])[C:14]([CH3:17])([CH3:16])[CH3:15].C(=O)([O-])[O-].[K+].[K+].C(I)C.C(O)C.[O-]CC.[Na+].Cl.